From a dataset of Full USPTO retrosynthesis dataset with 1.9M reactions from patents (1976-2016). Predict the reactants needed to synthesize the given product. (1) Given the product [NH2:21][C:16]1[CH:15]=[C:14]([NH:13][C:11](=[O:12])[C:10]2[CH:24]=[CH:25][CH:26]=[C:8]([C:5]([C:3]#[N:4])([CH3:6])[CH3:7])[CH:9]=2)[CH:19]=[CH:18][C:17]=1[F:20], predict the reactants needed to synthesize it. The reactants are: [Cl-].[NH4+].[C:3]([C:5]([C:8]1[CH:9]=[C:10]([CH:24]=[CH:25][CH:26]=1)[C:11]([NH:13][C:14]1[CH:19]=[CH:18][C:17]([F:20])=[C:16]([N+:21]([O-])=O)[CH:15]=1)=[O:12])([CH3:7])[CH3:6])#[N:4]. (2) Given the product [CH3:1][O:2][C:3](=[O:16])[C:4]1[CH:13]=[C:12]([O:14][CH3:15])[CH:11]=[C:6]([C:7]([OH:9])=[O:8])[CH:5]=1, predict the reactants needed to synthesize it. The reactants are: [CH3:1][O:2][C:3](=[O:16])[C:4]1[CH:13]=[C:12]([O:14][CH3:15])[CH:11]=[C:6]([C:7]([O:9]C)=[O:8])[CH:5]=1.[OH-].[Na+]. (3) Given the product [C:42]([O:41][C:39]([NH:38][C:5]1[CH:6]=[CH:7][C:8]([C:10]2[CH:11]=[C:12]3[C:18]([C:19]4[CH:20]=[CH:21][CH:22]=[C:23]5[C:27]=4[NH:26][CH:25]=[CH:24]5)=[CH:17][NH:16][C:13]3=[N:14][CH:15]=2)=[CH:9][C:4]=1[C:3]([OH:46])=[O:2])=[O:40])([CH3:45])([CH3:43])[CH3:44], predict the reactants needed to synthesize it. The reactants are: C[O:2][C:3](=[O:46])[C:4]1[CH:9]=[C:8]([C:10]2[CH:11]=[C:12]3[C:18]([C:19]4[CH:20]=[CH:21][CH:22]=[C:23]5[C:27]=4[NH:26][CH:25]=[CH:24]5)=[CH:17][N:16](S(C4C=CC(C)=CC=4)(=O)=O)[C:13]3=[N:14][CH:15]=2)[CH:7]=[CH:6][C:5]=1[NH:38][C:39]([O:41][C:42]([CH3:45])([CH3:44])[CH3:43])=[O:40].[OH-].[K+].Cl. (4) Given the product [C:1]1([C:7]2[N:8]=[C:9]([CH2:12][CH2:13][CH2:14][CH2:15][C:16]3[CH:17]=[C:18]([CH:21]=[CH:22][CH:23]=3)[C:19]#[N:20])[S:10][CH:11]=2)[CH:6]=[CH:5][CH:4]=[CH:3][CH:2]=1, predict the reactants needed to synthesize it. The reactants are: [C:1]1([C:7]2[N:8]=[C:9]([C:12]#[C:13][CH2:14][CH2:15][C:16]3[CH:17]=[C:18]([CH:21]=[CH:22][CH:23]=3)[C:19]#[N:20])[S:10][CH:11]=2)[CH:6]=[CH:5][CH:4]=[CH:3][CH:2]=1. (5) Given the product [S:2]1[CH:6]=[CH:5][C:4]([CH2:7][CH2:8][NH:9][C:17](=[O:24])[C:18]2[CH:23]=[CH:22][CH:21]=[CH:20][CH:19]=2)=[CH:3]1, predict the reactants needed to synthesize it. The reactants are: Cl.[S:2]1[CH:6]=[CH:5][C:4]([CH2:7][CH2:8][NH2:9])=[CH:3]1.C(N(CC)CC)C.[C:17](Cl)(=[O:24])[C:18]1[CH:23]=[CH:22][CH:21]=[CH:20][CH:19]=1. (6) The reactants are: [C:1]([C:3]1[C:4]([NH:19][C:20]2[CH:25]=[C:24]([CH3:26])[CH:23]=[C:22]([CH3:27])[CH:21]=2)=[N:5][C:6]([NH:11][C@H:12]([CH:16]([CH3:18])[CH3:17])[C:13]([NH2:15])=[O:14])=[N:7][C:8]=1OC)#[N:2].C([O-])([O-])=[O:29].[K+].[K+].OO. Given the product [NH2:15][C:13](=[O:14])[C@H:12]([NH:11][C:6]1[N:5]=[C:4]([NH:19][C:20]2[CH:21]=[C:22]([CH3:27])[CH:23]=[C:24]([CH3:26])[CH:25]=2)[C:3]([C:1]([NH2:2])=[O:29])=[CH:8][N:7]=1)[CH:16]([CH3:18])[CH3:17], predict the reactants needed to synthesize it. (7) Given the product [C:20]([C:6]1[CH:5]=[CH:4][C:3]([C:1]#[N:2])=[CH:8][CH:7]=1)#[C:21][CH2:22][CH2:23][CH2:24][CH3:25], predict the reactants needed to synthesize it. The reactants are: [C:1]([C:3]1[CH:8]=[CH:7][C:6](OS(C2C=CC(C)=CC=2)(=O)=O)=[CH:5][CH:4]=1)#[N:2].[CH:20]#[C:21][CH2:22][CH2:23][CH2:24][CH2:25]CC.